From a dataset of Catalyst prediction with 721,799 reactions and 888 catalyst types from USPTO. Predict which catalyst facilitates the given reaction. Reactant: [F:1][C:2]1[CH:7]=[CH:6][C:5]([O:8][CH3:9])=[C:4]([F:10])[C:3]=1[F:11].[N+:12]([O-])([OH:14])=[O:13].O. Product: [F:1][C:2]1[CH:7]=[C:6]([N+:12]([O-:14])=[O:13])[C:5]([O:8][CH3:9])=[C:4]([F:10])[C:3]=1[F:11]. The catalyst class is: 15.